Dataset: Full USPTO retrosynthesis dataset with 1.9M reactions from patents (1976-2016). Task: Predict the reactants needed to synthesize the given product. Given the product [Br:26][C:27]1[S:31][C:30]([CH3:32])=[C:29](/[CH:33]=[CH:20]/[C:21]([O:23][CH2:24][CH3:25])=[O:22])[CH:28]=1, predict the reactants needed to synthesize it. The reactants are: CC(C)([O-])C.[K+].C1COCC1.C(OP([CH2:20][C:21]([O:23][CH2:24][CH3:25])=[O:22])(OCC)=O)C.[Br:26][C:27]1[S:31][C:30]([CH3:32])=[C:29]([CH:33]=O)[CH:28]=1.